This data is from Full USPTO retrosynthesis dataset with 1.9M reactions from patents (1976-2016). The task is: Predict the reactants needed to synthesize the given product. (1) The reactants are: O[C:2]1[C:11]2[C:6](=[N:7][CH:8]=[CH:9][CH:10]=2)[N:5]([C:12]2[CH:17]=[CH:16][CH:15]=[C:14]([C:18]([F:21])([F:20])[F:19])[CH:13]=2)[C:4](=[O:22])[C:3]=1[C:23](=O)[CH2:24][C:25]1[CH:30]=[CH:29][CH:28]=[C:27]([C:31]([F:34])([F:33])[F:32])[CH:26]=1.O.[NH2:37][NH2:38].C(=O)([O-])O.[Na+]. Given the product [F:32][C:31]([F:33])([F:34])[C:27]1[CH:26]=[C:25]([CH:30]=[CH:29][CH:28]=1)[CH2:24][C:23]1[C:3]2[C:4](=[O:22])[N:5]([C:12]3[CH:17]=[CH:16][CH:15]=[C:14]([C:18]([F:19])([F:21])[F:20])[CH:13]=3)[C:6]3[N:7]=[CH:8][CH:9]=[CH:10][C:11]=3[C:2]=2[NH:38][N:37]=1, predict the reactants needed to synthesize it. (2) Given the product [CH3:7][O:6][C:5]1[CH:4]=[C:3]([CH:11]=[CH:10][C:8]=1[O:9][CH2:15][C:14]([CH3:16])=[CH2:13])[CH:2]=[O:1], predict the reactants needed to synthesize it. The reactants are: [O:1]=[CH:2][C:3]1[CH:11]=[CH:10][C:8]([OH:9])=[C:5]([O:6][CH3:7])[CH:4]=1.Cl[CH2:13][C:14]([CH3:16])=[CH2:15].C(=O)([O-])[O-].[K+].[K+].O. (3) Given the product [NH:11]1[C:15]2=[N:16][CH:17]=[CH:18][CH:19]=[C:14]2[C:13]([CH:20]=[C:7]([C:1]2[CH:6]=[CH:5][CH:4]=[CH:3][CH:2]=2)[C:8]([OH:10])=[O:9])=[CH:12]1, predict the reactants needed to synthesize it. The reactants are: [C:1]1([CH2:7][C:8]([OH:10])=[O:9])[CH:6]=[CH:5][CH:4]=[CH:3][CH:2]=1.[NH:11]1[C:15]2=[N:16][CH:17]=[CH:18][CH:19]=[C:14]2[C:13]([CH:20]=O)=[CH:12]1.C(OC(=O)C)(=O)C.CCN(CC)CC. (4) The reactants are: C[O-].[Na+].C[O:5][C:6](=O)[C:7]1[CH:12]=[C:11]([O:13][Si:14]([C:17]([CH3:20])([CH3:19])[CH3:18])([CH3:16])[CH3:15])[CH:10]=[CH:9][C:8]=1[NH:21][C:22](=[O:27])[CH2:23][C:24](=[O:26])[CH3:25]. Given the product [C:24]([C:23]1[C:22](=[O:27])[NH:21][C:8]2[C:7]([C:6]=1[OH:5])=[CH:12][C:11]([O:13][Si:14]([C:17]([CH3:18])([CH3:19])[CH3:20])([CH3:15])[CH3:16])=[CH:10][CH:9]=2)(=[O:26])[CH3:25], predict the reactants needed to synthesize it. (5) Given the product [CH3:25][O:24][C:21](=[O:23])[CH2:22][C@:10]([NH:14][S@@:15]([C:17]([CH3:19])([CH3:18])[CH3:20])=[O:16])([C:8]1[CH:7]=[CH:6][CH:5]=[C:4]([N+:1]([O-:3])=[O:2])[CH:9]=1)[CH2:11][CH2:12][CH3:13], predict the reactants needed to synthesize it. The reactants are: [N+:1]([C:4]1[CH:5]=[CH:6][CH:7]=[C:8](/[C:10](=[N:14]/[S@@:15]([C:17]([CH3:20])([CH3:19])[CH3:18])=[O:16])/[CH2:11][CH2:12][CH3:13])[CH:9]=1)([O-:3])=[O:2].[C:21]([O:24][CH3:25])(=[O:23])[CH3:22]. (6) Given the product [NH:9]1[CH2:10][CH:7]([N:12]2[CH2:17][CH2:16][O:15][CH2:14][CH2:13]2)[CH2:8]1, predict the reactants needed to synthesize it. The reactants are: CCCC.Br.Br[CH:7]([CH2:10]Br)[CH2:8][NH2:9].[NH:12]1[CH2:17][CH2:16][O:15][CH2:14][CH2:13]1.S(=O)(=O)(O)O.[OH-].[Ca+2].[OH-].